Dataset: Peptide-MHC class I binding affinity with 185,985 pairs from IEDB/IMGT. Task: Regression. Given a peptide amino acid sequence and an MHC pseudo amino acid sequence, predict their binding affinity value. This is MHC class I binding data. The peptide sequence is AFDLSHFLK. The MHC is HLA-B35:01 with pseudo-sequence HLA-B35:01. The binding affinity (normalized) is 0.136.